From a dataset of Full USPTO retrosynthesis dataset with 1.9M reactions from patents (1976-2016). Predict the reactants needed to synthesize the given product. (1) Given the product [S:11]([C:12]1[CH:20]=[CH:19][CH:18]=[CH:17][C:13]=1[C:14]([OH:16])=[O:15])[C:2]1[CH:10]=[CH:9][CH:8]=[CH:7][C:3]=1[C:4]([OH:6])=[O:5], predict the reactants needed to synthesize it. The reactants are: Br[C:2]1[CH:10]=[CH:9][CH:8]=[CH:7][C:3]=1[C:4]([OH:6])=[O:5].[SH:11][C:12]1[CH:20]=[CH:19][CH:18]=[CH:17][C:13]=1[C:14]([OH:16])=[O:15].C(=O)([O-])[O-].[K+].[K+]. (2) Given the product [Br:1][C:2]1[CH:7]=[CH:6][C:5]([C:8](=[O:12])[CH2:9][CH2:10][P:14]([CH3:13])(=[O:18])[O:15][CH2:16][CH3:17])=[CH:4][CH:3]=1, predict the reactants needed to synthesize it. The reactants are: [Br:1][C:2]1[CH:7]=[CH:6][C:5]([C:8](=[O:12])[CH2:9][CH2:10]Cl)=[CH:4][CH:3]=1.[CH3:13][P:14]([O:18]CC)[O:15][CH2:16][CH3:17].